Dataset: Full USPTO retrosynthesis dataset with 1.9M reactions from patents (1976-2016). Task: Predict the reactants needed to synthesize the given product. (1) The reactants are: C([O-])(=O)C(C)=C.[Na+].[C:8]1([C:14](=[CH2:18])[C:15]([OH:17])=[O:16])[CH:13]=[CH:12][CH:11]=[CH:10][CH:9]=1.[C:19](O)(=[S:26])[C:20]1[CH:25]=[CH:24][CH:23]=[CH:22][CH:21]=1. Given the product [C:19]([CH2:18][C@@H:14]([C:8]1[CH:13]=[CH:12][CH:11]=[CH:10][CH:9]=1)[C:15]([OH:17])=[O:16])(=[S:26])[C:20]1[CH:25]=[CH:24][CH:23]=[CH:22][CH:21]=1, predict the reactants needed to synthesize it. (2) Given the product [CH2:20]([C:14]1[O:4][C:3]([C:5]2[CH:10]=[CH:9][C:8]([O:11][CH3:12])=[CH:7][CH:6]=2)=[CH:2][C:15]=1[C:16]([O:18][CH3:19])=[O:17])[CH3:21], predict the reactants needed to synthesize it. The reactants are: Br[CH2:2][C:3]([C:5]1[CH:10]=[CH:9][C:8]([O:11][CH3:12])=[CH:7][CH:6]=1)=[O:4].O=[C:14]([CH2:20][CH3:21])[CH2:15][C:16]([O:18][CH3:19])=[O:17].O.C1(C)C=CC(S(O)(=O)=O)=CC=1. (3) Given the product [CH3:11][C:9]1[CH:10]=[C:4]2[N:3]=[C:2]([NH2:12])[CH:7]=[CH:6][N:5]2[N:8]=1, predict the reactants needed to synthesize it. The reactants are: Cl[C:2]1[CH:7]=[CH:6][N:5]2[N:8]=[C:9]([CH3:11])[CH:10]=[C:4]2[N:3]=1.[NH3:12]. (4) Given the product [OH:25][CH2:24][C:21]1[CH:22]=[CH:23][C:18]([C:16](=[O:17])[CH2:15][N:41]2[C:40](=[O:44])[CH:39]=[C:38]([O:37][CH2:36][C:33]3[CH:32]=[CH:31][C:30]([O:29][CH3:28])=[CH:35][N:34]=3)[CH:43]=[N:42]2)=[C:19]([CH3:26])[CH:20]=1, predict the reactants needed to synthesize it. The reactants are: C(OC1C=CN([CH2:15][C:16]([C:18]2[CH:23]=[CH:22][C:21]([CH2:24][OH:25])=[CH:20][C:19]=2[CH3:26])=[O:17])C(=O)C=1)C1C=CC=CC=1.[CH3:28][O:29][C:30]1[CH:31]=[CH:32][C:33]([CH2:36][O:37][C:38]2[CH:43]=[N:42][NH:41][C:40](=[O:44])[CH:39]=2)=[N:34][CH:35]=1. (5) The reactants are: F[C:2]1[CH:7]=[CH:6][C:5]([S:8]([CH3:11])(=[O:10])=[O:9])=[CH:4][CH:3]=1.[Cl:12][C:13]1[CH:18]=[CH:17][C:16]([OH:19])=[CH:15][C:14]=1[N:20]1[C:24]2[CH:25]=[CH:26][CH:27]=[C:28]([Cl:29])[C:23]=2[N:22]=[C:21]1[CH3:30]. Given the product [Cl:29][C:28]1[C:23]2[N:22]=[C:21]([CH3:30])[N:20]([C:14]3[CH:15]=[C:16]([O:19][C:2]4[CH:7]=[CH:6][C:5]([S:8]([CH3:11])(=[O:10])=[O:9])=[CH:4][CH:3]=4)[CH:17]=[CH:18][C:13]=3[Cl:12])[C:24]=2[CH:25]=[CH:26][CH:27]=1, predict the reactants needed to synthesize it. (6) Given the product [Cl:37][C:30]1[C:31]([F:36])=[CH:32][CH:33]=[C:34]([Cl:35])[C:29]=1[C@@H:27]([O:26][C:3]1[C:2]([NH:1][C:59](=[O:58])[CH3:60])=[N:7][CH:6]=[C:5]([C:8]2[CH:9]=[N:10][N:11]([CH:13]3[CH2:14][CH2:15][NH:16][CH2:17][CH2:18]3)[CH:12]=2)[CH:4]=1)[CH3:28], predict the reactants needed to synthesize it. The reactants are: [NH2:1][C:2]1[N:7]=[CH:6][C:5]([C:8]2[CH:9]=[N:10][N:11]([CH:13]3[CH2:18][CH2:17][N:16](C(OC(C)(C)C)=O)[CH2:15][CH2:14]3)[CH:12]=2)=[CH:4][C:3]=1[O:26][C@H:27]([C:29]1[C:34]([Cl:35])=[CH:33][CH:32]=[C:31]([F:36])[C:30]=1[Cl:37])[CH3:28].NC1N=CC(C2C=NN(C3CCN(C([O:58][C:59](C)(C)[CH3:60])=O)CC3)C=2)=CC=1OC(C1C(Cl)=CC=C(F)C=1Cl)C.ClC1C(F)=CC=C(Cl)C=1[C@H](O)C.C(Cl)(=O)C.